Dataset: Forward reaction prediction with 1.9M reactions from USPTO patents (1976-2016). Task: Predict the product of the given reaction. (1) Given the reactants [Br:1][C:2]1[CH:7]=[CH:6][C:5]([OH:8])=[CH:4][C:3]=1[CH3:9].C(=O)([O-])[O-].[Cs+].[Cs+].Br[CH2:17][CH2:18][O:19][CH2:20][C:21]1[CH:26]=[CH:25][CH:24]=[CH:23][CH:22]=1.[I-].[Na+], predict the reaction product. The product is: [CH2:20]([O:19][CH2:18][CH2:17][O:8][C:5]1[CH:6]=[CH:7][C:2]([Br:1])=[C:3]([CH3:9])[CH:4]=1)[C:21]1[CH:26]=[CH:25][CH:24]=[CH:23][CH:22]=1. (2) Given the reactants [OH:1][C@@H:2]1[CH2:6][CH2:5][CH2:4][C@H:3]1[O:7][C:8]1[C:13]2[C:14]([O:17][CH2:18][CH:19]3[CH2:24][CH2:23][N:22]([C:25]([O:27][C:28]([CH3:31])([CH3:30])[CH3:29])=[O:26])[CH2:21][CH2:20]3)=[N:15][O:16][C:12]=2[CH:11]=[CH:10][CH:9]=1.C(=O)(O)[O-].[Na+].ClN1C(=O)CCC1=O, predict the reaction product. The product is: [O:1]=[C:2]1[CH2:6][CH2:5][CH2:4][CH:3]1[O:7][C:8]1[C:13]2[C:14]([O:17][CH2:18][CH:19]3[CH2:24][CH2:23][N:22]([C:25]([O:27][C:28]([CH3:31])([CH3:30])[CH3:29])=[O:26])[CH2:21][CH2:20]3)=[N:15][O:16][C:12]=2[CH:11]=[CH:10][CH:9]=1. (3) Given the reactants Br[C:2]1[CH:10]=[C:9]2[C:5]([CH2:6][N:7]([CH2:12][CH2:13][C:14]3[CH:19]=[CH:18][C:17]([O:20][C:21]4[CH:26]=[CH:25][CH:24]=[CH:23][CH:22]=4)=[CH:16][CH:15]=3)[C:8]2=[O:11])=[CH:4][CH:3]=1.[CH3:27][N:28]1[CH2:33][CH2:32][NH:31][CH2:30][CH2:29]1.C1C=CC(P(C2C(C3C(P(C4C=CC=CC=4)C4C=CC=CC=4)=CC=C4C=3C=CC=C4)=C3C(C=CC=C3)=CC=2)C2C=CC=CC=2)=CC=1.CC(C)([O-])C.[Na+], predict the reaction product. The product is: [CH3:27][N:28]1[CH2:33][CH2:32][N:31]([C:2]2[CH:10]=[C:9]3[C:5]([CH2:6][N:7]([CH2:12][CH2:13][C:14]4[CH:19]=[CH:18][C:17]([O:20][C:21]5[CH:26]=[CH:25][CH:24]=[CH:23][CH:22]=5)=[CH:16][CH:15]=4)[C:8]3=[O:11])=[CH:4][CH:3]=2)[CH2:30][CH2:29]1. (4) Given the reactants C1CCC(N=C=NC2CCCCC2)CC1.[CH3:16][O:17][C:18]1[C:19]([O:30][Si:31]([CH:38]([CH3:40])[CH3:39])([CH:35]([CH3:37])[CH3:36])[CH:32]([CH3:34])[CH3:33])=[CH:20][C:21]([N+:27]([O-:29])=[O:28])=[C:22]([CH:26]=1)[C:23](O)=[O:24].O.OC1C2N=NNC=2C=CC=1.[Si:52]([O:59][CH2:60][C@@H:61]1[CH2:65][C@@H:64]([OH:66])[CH2:63][NH:62]1)([C:55]([CH3:58])([CH3:57])[CH3:56])([CH3:54])[CH3:53].C(N(CC)CC)C, predict the reaction product. The product is: [Si:52]([O:59][CH2:60][C@@H:61]1[CH2:65][C@@H:64]([OH:66])[CH2:63][N:62]1[C:23]([C:22]1[CH:26]=[C:18]([O:17][CH3:16])[C:19]([O:30][Si:31]([CH:32]([CH3:34])[CH3:33])([CH:38]([CH3:40])[CH3:39])[CH:35]([CH3:36])[CH3:37])=[CH:20][C:21]=1[N+:27]([O-:29])=[O:28])=[O:24])([C:55]([CH3:58])([CH3:57])[CH3:56])([CH3:54])[CH3:53]. (5) Given the reactants [N:1]1([CH:23]2[CH2:27][CH2:26][NH:25][CH2:24]2)[CH2:5][CH2:4][C@@H:3]([NH:6][C:7](=[O:22])[CH2:8][NH:9][C:10](=[O:21])[C:11]2[CH:16]=[CH:15][CH:14]=[C:13]([C:17]([F:20])([F:19])[F:18])[CH:12]=2)[CH2:2]1.Br[C:29]1[CH:38]=[CH:37][C:32]([C:33]([O:35][CH3:36])=[O:34])=[CH:31][CH:30]=1.C(=O)([O-])[O-].[Cs+].[Cs+].C([O-])(O)=O.[Na+], predict the reaction product. The product is: [F:18][C:17]([F:20])([F:19])[C:13]1[CH:12]=[C:11]([CH:16]=[CH:15][CH:14]=1)[C:10]([NH:9][CH2:8][C:7]([NH:6][C@@H:3]1[CH2:4][CH2:5][N:1]([CH:23]2[CH2:27][CH2:26][N:25]([C:29]3[CH:38]=[CH:37][C:32]([C:33]([O:35][CH3:36])=[O:34])=[CH:31][CH:30]=3)[CH2:24]2)[CH2:2]1)=[O:22])=[O:21]. (6) Given the reactants [C:1]([C:5]1[C:10]([F:11])=[C:9](S(C)=O)[N:8]=[C:7]([C:15]2[C:23]3[C:18](=[N:19][CH:20]=[C:21]([Cl:24])[CH:22]=3)[NH:17][CH:16]=2)[N:6]=1)([CH3:4])([CH3:3])[CH3:2].[NH2:25][C@H:26]1[CH2:31][CH2:30][CH2:29][CH2:28][C@@H:27]1[C:32]([OH:34])=[O:33].C([O-])([O-])=O.[Na+].[Na+].CCN(C(C)C)C(C)C.Cl, predict the reaction product. The product is: [C:1]([C:5]1[N:6]=[C:7]([C:15]2[C:23]3[C:18](=[N:19][CH:20]=[C:21]([Cl:24])[CH:22]=3)[NH:17][CH:16]=2)[N:8]=[C:9]([NH:25][C@H:26]2[CH2:31][CH2:30][CH2:29][CH2:28][C@@H:27]2[C:32]([OH:34])=[O:33])[C:10]=1[F:11])([CH3:4])([CH3:3])[CH3:2]. (7) Given the reactants C(=O)(O)[O-].[Na+].Cl.[NH2:7][CH2:8][CH2:9][SH:10].[C:11]([O:15][C:16](=[O:26])[NH:17][C@H:18]([C:23](F)=[O:24])[C:19]([CH3:22])([CH3:21])[CH3:20])([CH3:14])([CH3:13])[CH3:12], predict the reaction product. The product is: [C:11]([O:15][C:16](=[O:26])[NH:17][C@H:18]([C:23](=[O:24])[NH:7][CH2:8][CH2:9][SH:10])[C:19]([CH3:22])([CH3:21])[CH3:20])([CH3:14])([CH3:12])[CH3:13].